Predict which catalyst facilitates the given reaction. From a dataset of Catalyst prediction with 721,799 reactions and 888 catalyst types from USPTO. (1) Reactant: [H-].COCCO[Al+]OCCOC.[Na+].[H-].[O:15]1[CH2:20][CH2:19][N:18]([CH2:21][C:22]#[C:23][CH2:24][OH:25])[CH2:17][CH2:16]1.O.[OH-].[Na+]. Product: [O:15]1[CH2:20][CH2:19][N:18]([CH2:21]/[CH:22]=[CH:23]/[CH2:24][OH:25])[CH2:17][CH2:16]1. The catalyst class is: 359. (2) Reactant: [Cl:1][C:2]1[C:3]([O:30][C@@H:31]2[CH2:36][CH2:35][C@H:34]([OH:37])[CH2:33][C@H:32]2[C:38]2[N:42]([CH3:43])[N:41]=[CH:40][CH:39]=2)=[CH:4][C:5]([F:29])=[C:6]([S:8]([N:11](CC2C=CC(OC)=CC=2OC)[C:12]2[CH:17]=[CH:16][N:15]=[CH:14][N:13]=2)(=[O:10])=[O:9])[CH:7]=1.C([SiH](CC)CC)C.FC(F)(F)C(O)=O. Product: [Cl:1][C:2]1[C:3]([O:30][C@@H:31]2[CH2:36][CH2:35][C@H:34]([OH:37])[CH2:33][C@H:32]2[C:38]2[N:42]([CH3:43])[N:41]=[CH:40][CH:39]=2)=[CH:4][C:5]([F:29])=[C:6]([S:8]([NH:11][C:12]2[CH:17]=[CH:16][N:15]=[CH:14][N:13]=2)(=[O:10])=[O:9])[CH:7]=1. The catalyst class is: 4. (3) Reactant: Cl[C:2]([O:4][CH:5]([Cl:7])[CH3:6])=[O:3].[C:8]([NH:11][CH2:12][CH2:13][OH:14])(=[O:10])[CH3:9].N1C=CC=CC=1. Product: [C:2](=[O:3])([O:4][CH:5]([Cl:7])[CH3:6])[O:14][CH2:13][CH2:12][NH:11][C:8](=[O:10])[CH3:9]. The catalyst class is: 7. (4) Reactant: [OH:1][CH:2]([CH3:9])[CH2:3][CH2:4][O:5][C:6](=[O:8])[CH3:7].[C:10]1([CH3:20])[CH:15]=[CH:14][C:13]([S:16](Cl)(=[O:18])=[O:17])=[CH:12][CH:11]=1. Product: [C:10]1([CH3:20])[CH:15]=[CH:14][C:13]([S:16]([O:1][C@@H:2]([CH3:9])[CH2:3][CH2:4][O:5][C:6](=[O:8])[CH3:7])(=[O:18])=[O:17])=[CH:12][CH:11]=1. The catalyst class is: 808.